Dataset: Forward reaction prediction with 1.9M reactions from USPTO patents (1976-2016). Task: Predict the product of the given reaction. (1) Given the reactants [CH3:1][O:2][C:3](=[O:20])[CH:4]=[CH:5][C:6]1[CH:11]=[CH:10][C:9]([C:12]2[CH:17]=[CH:16][C:15]([OH:18])=[CH:14][C:13]=2[CH3:19])=[CH:8][CH:7]=1.[Cl:21][C:22]1[CH:27]=[CH:26][CH:25]=[C:24]([Cl:28])[C:23]=1[N:29]1[C:33]([CH2:34]O)=[C:32]([CH:36]([CH3:38])[CH3:37])[CH:31]=[N:30]1.N(C(N1CCCCC1)=O)=N[C:41](N1CCCCC1)=O.C(P(CCCC)CCCC)CCC, predict the reaction product. The product is: [CH2:1]([O:2][C:3](=[O:20])[CH:4]=[CH:5][C:6]1[CH:7]=[CH:8][C:9]([C:12]2[CH:17]=[CH:16][C:15]([O:18][CH2:34][C:33]3[N:29]([C:23]4[C:22]([Cl:21])=[CH:27][CH:26]=[CH:25][C:24]=4[Cl:28])[N:30]=[CH:31][C:32]=3[CH:36]([CH3:38])[CH3:37])=[CH:14][C:13]=2[CH3:19])=[CH:10][CH:11]=1)[CH3:41]. (2) Given the reactants [N+:1]([C:4]1[CH:9]=[CH:8][C:7]([CH:10]2[CH2:13][N:12]([C:14](=O)[CH2:15][CH3:16])[CH2:11]2)=[CH:6][CH:5]=1)([O-])=O.O.O.Cl[Sn]Cl.[H-].[H-].[H-].[H-].[Li+].[Al+3].O1CCCC1, predict the reaction product. The product is: [CH2:14]([N:12]1[CH2:11][CH:10]([C:7]2[CH:6]=[CH:5][C:4]([NH2:1])=[CH:9][CH:8]=2)[CH2:13]1)[CH2:15][CH3:16]. (3) Given the reactants [CH3:1][O:2][C:3]1[CH:9]=[CH:8][CH:7]=[CH:6][C:4]=1[NH2:5].[Cl:10][C:11]1[N:16]=[CH:15][C:14]2[C:17](I)=[N:18][N:19]([C:20]([C:33]3[CH:38]=[CH:37][CH:36]=[CH:35][CH:34]=3)([C:27]3[CH:32]=[CH:31][CH:30]=[CH:29][CH:28]=3)[C:21]3[CH:26]=[CH:25][CH:24]=[CH:23][CH:22]=3)[C:13]=2[CH:12]=1.C([O-])([O-])=O.[Cs+].[Cs+], predict the reaction product. The product is: [Cl:10][C:11]1[N:16]=[CH:15][C:14]2[C:17]([NH:5][C:4]3[CH:6]=[CH:7][CH:8]=[CH:9][C:3]=3[O:2][CH3:1])=[N:18][N:19]([C:20]([C:21]3[CH:22]=[CH:23][CH:24]=[CH:25][CH:26]=3)([C:27]3[CH:28]=[CH:29][CH:30]=[CH:31][CH:32]=3)[C:33]3[CH:38]=[CH:37][CH:36]=[CH:35][CH:34]=3)[C:13]=2[CH:12]=1.